This data is from Full USPTO retrosynthesis dataset with 1.9M reactions from patents (1976-2016). The task is: Predict the reactants needed to synthesize the given product. (1) Given the product [C:1]([C:5]1[CH:6]=[C:7]([O:8][CH2:9][CH2:10][NH:12][C:13]2[CH:14]=[CH:15][C:16]([N+:22]([O-:24])=[O:23])([O:19][CH2:20][CH3:21])[CH2:17][CH:18]=2)[CH:25]=[C:26]([C:29]([CH3:32])([CH3:31])[CH3:30])[C:27]=1[OH:28])([CH3:4])([CH3:2])[CH3:3], predict the reactants needed to synthesize it. The reactants are: [C:1]([C:5]1[CH:6]=[C:7]([CH:25]=[C:26]([C:29]([CH3:32])([CH3:31])[CH3:30])[C:27]=1[OH:28])[O:8][CH2:9][C:10]([NH:12][C:13]1[CH:18]=[CH:17][C:16]([N+:22]([O-:24])=[O:23])([O:19][CH2:20][CH3:21])[CH2:15][CH:14]=1)=O)([CH3:4])([CH3:3])[CH3:2].CO. (2) Given the product [CH3:1][O:2][C:3]1[CH:8]=[CH:7][CH:6]=[CH:5][C:4]=1[C:9]1[C:17]2[C:12](=[N:13][CH:14]=[C:15]([C:18]3[CH:19]=[C:20]([C:21]([N:46]4[CH2:47][CH2:48][N:43]([CH3:42])[CH2:44][CH2:45]4)=[O:22])[CH:24]=[CH:25][CH:26]=3)[CH:16]=2)[NH:11][N:10]=1, predict the reactants needed to synthesize it. The reactants are: [CH3:1][O:2][C:3]1[CH:8]=[CH:7][CH:6]=[CH:5][C:4]=1[C:9]1[C:17]2[C:12](=[N:13][CH:14]=[C:15]([C:18]3[CH:19]=[C:20]([CH:24]=[CH:25][CH:26]=3)[C:21](O)=[O:22])[CH:16]=2)[NH:11][N:10]=1.C1CCC(N=C=NC2CCCCC2)CC1.[CH3:42][N:43]1[CH2:48][CH2:47][NH:46][CH2:45][CH2:44]1. (3) Given the product [C:28]1([CH:27]=[CH:26][C:25]([NH:2][C@H:3]([C:14]([O:16][CH3:17])=[O:15])[CH2:4][C:5]2[C:13]3[C:8](=[CH:9][CH:10]=[CH:11][CH:12]=3)[NH:7][CH:6]=2)=[O:34])[CH:33]=[CH:32][CH:31]=[CH:30][CH:29]=1, predict the reactants needed to synthesize it. The reactants are: Cl.[NH2:2][C@H:3]([C:14]([O:16][CH3:17])=[O:15])[CH2:4][C:5]1[C:13]2[C:8](=[CH:9][CH:10]=[CH:11][CH:12]=2)[NH:7][CH:6]=1.C(N(CC)CC)C.[C:25](O)(=[O:34])[CH:26]=[CH:27][C:28]1[CH:33]=[CH:32][CH:31]=[CH:30][CH:29]=1.CCN=C=NCCCN(C)C.Cl. (4) Given the product [CH2:13]1[C:12]2[CH:15]=[CH:16][CH:17]=[CH:18][C:11]=2[CH:10]=[CH:9][N:8]=[CH:14]1, predict the reactants needed to synthesize it. The reactants are: C(OC([N:8]1[CH2:14][CH2:13][C:12]2[C:15](SC(=O)N(C)C)=[C:16](Cl)[CH:17]=[CH:18][C:11]=2[CH2:10][CH2:9]1)=O)(C)(C)C.BrCC1N=NC(Cl)=CC=1. (5) Given the product [CH3:22][C:17]1([CH3:23])[C:18]([CH3:21])([CH3:20])[O:19][B:15]([C:7]2[CH2:8][CH2:9][CH2:10][O:11][CH:12]=2)[O:16]1, predict the reactants needed to synthesize it. The reactants are: FC(F)(F)S(O[C:7]1[CH2:8][CH2:9][CH2:10][O:11][CH:12]=1)(=O)=O.[B:15]1([B:15]2[O:19][C:18]([CH3:21])([CH3:20])[C:17]([CH3:23])([CH3:22])[O:16]2)[O:19][C:18]([CH3:21])([CH3:20])[C:17]([CH3:23])([CH3:22])[O:16]1.C([O-])(=O)C.[K+]. (6) Given the product [CH3:33][C:32]1[N:34]=[C:27]([CH:13]2[CH2:14][CH:15]([C:17]3[CH:22]=[CH:21][C:20]([C:23]([F:26])([F:25])[F:24])=[CH:19][CH:18]=3)[CH2:16][N:11]([C:9]([N:6]3[CH2:7][CH2:8][CH:3]([C:1]#[N:2])[CH2:4][CH2:5]3)=[O:10])[CH2:12]2)[O:29][N:31]=1, predict the reactants needed to synthesize it. The reactants are: [C:1]([CH:3]1[CH2:8][CH2:7][N:6]([C:9]([N:11]2[CH2:16][CH:15]([C:17]3[CH:22]=[CH:21][C:20]([C:23]([F:26])([F:25])[F:24])=[CH:19][CH:18]=3)[CH2:14][CH:13]([C:27]([OH:29])=O)[CH2:12]2)=[O:10])[CH2:5][CH2:4]1)#[N:2].O[NH:31][C:32](=[NH:34])[CH3:33].